The task is: Predict the reactants needed to synthesize the given product.. This data is from Full USPTO retrosynthesis dataset with 1.9M reactions from patents (1976-2016). Given the product [Li+:1].[CH3:7][CH:6]([N-:9][CH:10]([CH3:12])[CH3:11])[CH3:8].[CH2:4]1[CH2:5][O:25][CH2:2][CH2:3]1, predict the reactants needed to synthesize it. The reactants are: [Li:1][CH2:2][CH2:3][CH2:4][CH3:5].[CH:6]([NH:9][CH:10]([CH3:12])[CH3:11])([CH3:8])[CH3:7].[Li+].CC([N-]C(C)C)C.CN(C=[O:25])C.